Task: Predict the reactants needed to synthesize the given product.. Dataset: Full USPTO retrosynthesis dataset with 1.9M reactions from patents (1976-2016) (1) Given the product [Cl:1][C:2]1[CH:3]=[CH:4][C:5]([O:17][CH2:18][C:19]2[CH:20]=[CH:21][CH:22]=[CH:23][CH:24]=2)=[C:6]([CH2:8][N:9]2[CH:13]=[CH:12][C:11]([NH2:14])=[N:10]2)[CH:7]=1, predict the reactants needed to synthesize it. The reactants are: [Cl:1][C:2]1[CH:3]=[CH:4][C:5]([O:17][CH2:18][C:19]2[CH:24]=[CH:23][CH:22]=[CH:21][CH:20]=2)=[C:6]([CH2:8][N:9]2[CH:13]=[CH:12][C:11]([N+:14]([O-])=O)=[N:10]2)[CH:7]=1.C(=O)(O)[O-].[Na+]. (2) Given the product [CH2:1]([O:8][C:9]([NH:11][C@H:12]1[CH2:17][CH2:16][C@@H:15]([NH:18][C:19](=[O:25])[O:20][C:21]([CH3:22])([CH3:23])[CH3:24])[CH2:14][C@H:13]1[CH2:26][O:27][C:28]1[CH:33]=[CH:32][CH:31]=[CH:30][CH:29]=1)=[O:10])[C:2]1[CH:3]=[CH:4][CH:5]=[CH:6][CH:7]=1, predict the reactants needed to synthesize it. The reactants are: [CH2:1]([O:8][C:9]([NH:11][C@H:12]1[CH2:17][CH2:16][C@@H:15]([NH:18][C:19](=[O:25])[O:20][C:21]([CH3:24])([CH3:23])[CH3:22])[CH2:14][C@H:13]1[CH2:26][OH:27])=[O:10])[C:2]1[CH:7]=[CH:6][CH:5]=[CH:4][CH:3]=1.[C:28]1(O)[CH:33]=[CH:32][CH:31]=[CH:30][CH:29]=1.C1(P(C2C=CC=CC=2)C2C=CC=CC=2)C=CC=CC=1.N(C(OCC)=O)=NC(OCC)=O. (3) Given the product [C:18]([O:17][C:14]1[CH:15]=[CH:16][C:11]([CH2:10][O:9][C:7](=[O:8])[NH:6][CH2:5][C:4]2[CH:28]=[CH:29][CH:24]=[CH:25][CH:26]=2)=[CH:12][C:13]=1[O:21][CH3:22])(=[O:20])[CH3:19], predict the reactants needed to synthesize it. The reactants are: S=C1[N:6]([C:7]([O:9][CH2:10][C:11]2[CH:16]=[CH:15][C:14]([O:17][C:18](=[O:20])[CH3:19])=[C:13]([O:21][CH3:22])[CH:12]=2)=[O:8])[CH2:5][CH2:4]S1.C(N)[C:24]1[CH:29]=[CH:28]C=[CH:26][CH:25]=1. (4) Given the product [I:14][C:4]1[CH:3]=[C:2]([CH3:1])[CH:8]=[CH:7][C:5]=1[NH2:6], predict the reactants needed to synthesize it. The reactants are: [CH3:1][C:2]1[CH:8]=[CH:7][C:5]([NH2:6])=[CH:4][CH:3]=1.C([O-])(O)=O.[Na+].[I:14]I.OS([O-])=O.[Na+]. (5) Given the product [C:9]([OH:14])(=[O:19])[CH:10]=[CH2:11].[C:27]([OH:30])(=[O:1])[CH:28]=[CH2:29].[CH:13]1[CH:12]=[CH:11][CH:10]=[CH:9][C:8]=1[C:3]1[CH:2]=[CH:7][CH:6]=[CH:5][CH:4]=1, predict the reactants needed to synthesize it. The reactants are: [OH:1][C:2]1[CH:7]=[CH:6][CH:5]=[CH:4][C:3]=1[C:8]1[CH:13]=[CH:12][CH:11]=[CH:10][C:9]=1[OH:14].CN(C=[O:19])C.C(N(CC)CC)C.[C:27](Cl)(=[O:30])[CH:28]=[CH2:29]. (6) Given the product [Na+:27].[Cl:1][C:2]1[N:3]=[CH:4][N:5]([C:16]2[CH:21]=[CH:20][C:19]([S:22]([NH-:25])(=[O:24])=[O:23])=[CH:18][CH:17]=2)[C:6]=1[C:7]1[CH:8]=[CH:9][C:10]([O:13][CH2:14][CH3:15])=[CH:11][CH:12]=1, predict the reactants needed to synthesize it. The reactants are: [Cl:1][C:2]1[N:3]=[CH:4][N:5]([C:16]2[CH:21]=[CH:20][C:19]([S:22]([NH2:25])(=[O:24])=[O:23])=[CH:18][CH:17]=2)[C:6]=1[C:7]1[CH:12]=[CH:11][C:10]([O:13][CH2:14][CH3:15])=[CH:9][CH:8]=1.[OH-].[Na+:27]. (7) Given the product [CH2:1]([O:16][C:12]1[CH:13]=[C:8]2[C:9](=[CH:10][CH:11]=1)[C:17](=[O:20])[C:15]([CH3:14])([CH3:23])[CH2:6][CH2:7]2)[CH:2]=[CH2:3], predict the reactants needed to synthesize it. The reactants are: [CH2:1](Br)[CH:2]=[CH2:3].O[C:6]1[CH:7]=[C:8]2[C:13](=[CH:14][CH:15]=1)[C:12](=[O:16])[CH2:11][CH2:10][CH2:9]2.[C:17](=[O:20])([O-])[O-].[K+].[K+].[CH3:23]N(C)C=O. (8) The reactants are: [Br:1][C:2]1[CH:3]=[CH:4][C:5]2[O:14][CH2:13][CH2:12][C:11]3[CH:10]=[C:9]([C:15]([OH:17])=O)[S:8][C:7]=3[C:6]=2[CH:18]=1.C(Cl)(=O)C(Cl)=O.C(=O)([O-])O.[Na+].[Cl:30][C:31]1[CH:38]=[C:37]([Cl:39])[CH:36]=[CH:35][C:32]=1[NH:33][CH3:34]. Given the product [Br:1][C:2]1[CH:3]=[CH:4][C:5]2[O:14][CH2:13][CH2:12][C:11]3[CH:10]=[C:9]([C:15]([N:33]([C:32]4[CH:35]=[CH:36][C:37]([Cl:39])=[CH:38][C:31]=4[Cl:30])[CH3:34])=[O:17])[S:8][C:7]=3[C:6]=2[CH:18]=1, predict the reactants needed to synthesize it. (9) Given the product [CH2:1]([O:5][CH2:6][CH2:7][O:8][C:9]1[CH:10]=[CH:11][C:12]([C:15]2[CH:16]=[CH:17][C:18]3[N:24]([CH2:25][CH:26]([CH3:27])[CH3:28])[CH2:23][CH2:22][C:21]([C:29]([NH:31][C:32]4[CH:37]=[CH:36][C:35]([S:38]([CH2:39][C:40]5[CH:45]=[C:44]([O:46][CH2:47][CH3:48])[CH:43]=[CH:42][N:41]=5)=[O:59])=[C:34]([CH3:49])[CH:33]=4)=[O:30])=[CH:20][C:19]=3[CH:50]=2)=[CH:13][CH:14]=1)[CH2:2][CH2:3][CH3:4], predict the reactants needed to synthesize it. The reactants are: [CH2:1]([O:5][CH2:6][CH2:7][O:8][C:9]1[CH:14]=[CH:13][C:12]([C:15]2[CH:16]=[CH:17][C:18]3[N:24]([CH2:25][CH:26]([CH3:28])[CH3:27])[CH2:23][CH2:22][C:21]([C:29]([NH:31][C:32]4[CH:37]=[CH:36][C:35]([S:38][CH2:39][C:40]5[CH:45]=[C:44]([O:46][CH2:47][CH3:48])[CH:43]=[CH:42][N:41]=5)=[C:34]([CH3:49])[CH:33]=4)=[O:30])=[CH:20][C:19]=3[CH:50]=2)=[CH:11][CH:10]=1)[CH2:2][CH2:3][CH3:4].ClC1C=CC=C(C(OO)=[O:59])C=1.S([O-])([O-])(=O)=S.[Na+].[Na+]. (10) Given the product [Cl:47][C:22]1[CH:21]=[C:20]([B:9]2[O:10][C:11]([CH3:16])([CH3:17])[C:12]([CH3:14])([CH3:15])[O:13]2)[CH:25]=[CH:24][C:23]=1[C@H:26]1[C@H:31]([C:32]2[CH:37]=[CH:36][N:35]([CH3:38])[C:34](=[O:39])[CH:33]=2)[CH2:30][CH2:29][N:28]([C:40]([O:42][C:43]([CH3:46])([CH3:45])[CH3:44])=[O:41])[CH2:27]1, predict the reactants needed to synthesize it. The reactants are: [CH3:16][C:11]1([CH3:17])[C:12]([CH3:15])([CH3:14])[O:13][B:9]([B:9]2[O:13][C:12]([CH3:15])([CH3:14])[C:11]([CH3:17])([CH3:16])[O:10]2)[O:10]1.Br[C:20]1[CH:25]=[CH:24][C:23]([C@H:26]2[C@H:31]([C:32]3[CH:37]=[CH:36][N:35]([CH3:38])[C:34](=[O:39])[CH:33]=3)[CH2:30][CH2:29][N:28]([C:40]([O:42][C:43]([CH3:46])([CH3:45])[CH3:44])=[O:41])[CH2:27]2)=[C:22]([Cl:47])[CH:21]=1.C([O-])(=O)C.[K+].